This data is from Forward reaction prediction with 1.9M reactions from USPTO patents (1976-2016). The task is: Predict the product of the given reaction. The product is: [OH:3][CH:1]([C:4]1[CH:9]=[CH:8][C:7]([C:10]2[C:11]([C:16]([NH:18][C:19]3[CH:20]=[C:21]4[C:25](=[CH:26][CH:27]=3)[N:24]([C:28](=[O:36])[CH2:29][C:30]3[CH:35]=[CH:34][CH:33]=[CH:32][N:31]=3)[CH2:23][CH2:22]4)=[O:17])=[CH:12][CH:13]=[CH:14][CH:15]=2)=[CH:6][CH:5]=1)[CH3:2]. Given the reactants [C:1]([C:4]1[CH:9]=[CH:8][C:7]([C:10]2[C:11]([C:16]([NH:18][C:19]3[CH:20]=[C:21]4[C:25](=[CH:26][CH:27]=3)[N:24]([C:28](=[O:36])[CH2:29][C:30]3[CH:35]=[CH:34][CH:33]=[CH:32][N:31]=3)[CH2:23][CH2:22]4)=[O:17])=[CH:12][CH:13]=[CH:14][CH:15]=2)=[CH:6][CH:5]=1)(=[O:3])[CH3:2].[BH4-].[Na+], predict the reaction product.